Predict the reaction yield, written as a fraction of the theoretical maximum amount of product (1.0 means a 100% yield; for example, 0.34 means a 34% yield). From a dataset of Reaction yield outcomes from USPTO patents with 853,638 reactions. The reactants are [OH:1][C:2]1[CH:3]=[C:4]([CH:9]=[CH:10][C:11]=1[N+:12]([O-:14])=[O:13])[C:5]([O:7][CH3:8])=[O:6].C(=O)([O-])[O-].[K+].[K+].Br[CH2:22][CH:23]=[CH2:24]. The catalyst is C(#N)C. The product is [CH2:24]([O:1][C:2]1[CH:3]=[C:4]([CH:9]=[CH:10][C:11]=1[N+:12]([O-:14])=[O:13])[C:5]([O:7][CH3:8])=[O:6])[CH:23]=[CH2:22]. The yield is 0.890.